From a dataset of Full USPTO retrosynthesis dataset with 1.9M reactions from patents (1976-2016). Predict the reactants needed to synthesize the given product. Given the product [CH3:26][O:27][CH2:28][CH2:29][O:30][C:31]1[CH:37]=[CH:36][C:34]([NH:35][C:2]2[C:11]3[NH:12][N:13]=[CH:14][C:10]=3[C:9]3[CH:8]=[C:7]([O:24][CH3:25])[CH:6]=[CH:5][C:4]=3[N:3]=2)=[CH:33][CH:32]=1, predict the reactants needed to synthesize it. The reactants are: Cl[C:2]1[C:11]2=[N:12][N:13](CC3C=CC(OC)=CC=3)[CH:14]=[C:10]2[C:9]2[CH:8]=[C:7]([O:24][CH3:25])[CH:6]=[CH:5][C:4]=2[N:3]=1.[CH3:26][O:27][CH2:28][CH2:29][O:30][C:31]1[CH:37]=[CH:36][C:34]([NH2:35])=[CH:33][CH:32]=1.Cl.